From a dataset of Forward reaction prediction with 1.9M reactions from USPTO patents (1976-2016). Predict the product of the given reaction. (1) Given the reactants [CH2:1]([N:3]([S:16]([C:19]1[S:20][CH:21]=[CH:22][CH:23]=1)(=[O:18])=[O:17])[C:4]1[CH:5]=[CH:6][CH:7]=[C:8]2[C:12]=1[NH:11][C:10]([C:13]([OH:15])=O)=[CH:9]2)[CH3:2].Cl.[C:25]([S:44][CH2:45][CH2:46][NH2:47])([C:38]1[CH:43]=[CH:42][CH:41]=[CH:40][CH:39]=1)([C:32]1[CH:37]=[CH:36][CH:35]=[CH:34][CH:33]=1)[C:26]1[CH:31]=[CH:30][CH:29]=[CH:28][CH:27]=1.N1(O)C2C=CC=CC=2N=N1.Cl.CN(C)CCCN=C=NCC, predict the reaction product. The product is: [CH2:1]([N:3]([S:16]([C:19]1[S:20][CH:21]=[CH:22][CH:23]=1)(=[O:17])=[O:18])[C:4]1[CH:5]=[CH:6][CH:7]=[C:8]2[C:12]=1[NH:11][C:10]([C:13]([NH:47][CH2:46][CH2:45][S:44][C:25]([C:32]1[CH:37]=[CH:36][CH:35]=[CH:34][CH:33]=1)([C:26]1[CH:27]=[CH:28][CH:29]=[CH:30][CH:31]=1)[C:38]1[CH:43]=[CH:42][CH:41]=[CH:40][CH:39]=1)=[O:15])=[CH:9]2)[CH3:2]. (2) Given the reactants [H-].[Na+].CN(C)C=O.[Br:8][C:9]1[CH:14]=[CH:13][N:12]=[C:11]([NH:15][C:16](=[O:18])[CH3:17])[CH:10]=1.[CH3:19][O:20][C:21]1[CH:28]=[CH:27][C:24]([CH2:25]Br)=[CH:23][CH:22]=1, predict the reaction product. The product is: [Br:8][C:9]1[CH:14]=[CH:13][N:12]=[C:11]([N:15]([CH2:25][C:24]2[CH:27]=[CH:28][C:21]([O:20][CH3:19])=[CH:22][CH:23]=2)[C:16](=[O:18])[CH3:17])[CH:10]=1. (3) Given the reactants C(=O)([O-])[O-].[K+].[K+].[C:7]([CH2:9][C:10]([O:12][CH2:13][CH3:14])=[O:11])#[N:8].[CH2:15](Br)[C:16]([C:18]1[CH:23]=[CH:22][CH:21]=[CH:20][CH:19]=1)=[O:17], predict the reaction product. The product is: [C:7]([CH:9]([CH2:15][C:16](=[O:17])[C:18]1[CH:23]=[CH:22][CH:21]=[CH:20][CH:19]=1)[C:10]([O:12][CH2:13][CH3:14])=[O:11])#[N:8]. (4) Given the reactants [H-].[Na+].CS(C)=O.[Br:7][C:8]1[C:12]2[N:13]=[C:14]([CH3:18])[N:15]=[C:16]([Cl:17])[C:11]=2[NH:10][C:9]=1[CH3:19].[CH3:20][Si:21]([CH3:28])([CH3:27])[CH2:22][CH2:23][O:24][CH2:25]Cl, predict the reaction product. The product is: [Br:7][C:8]1[C:12]2[N:13]=[C:14]([CH3:18])[N:15]=[C:16]([Cl:17])[C:11]=2[N:10]([CH2:25][O:24][CH2:23][CH2:22][Si:21]([CH3:28])([CH3:27])[CH3:20])[C:9]=1[CH3:19]. (5) Given the reactants C([N:3]1CC[CH:6](C(O)=O)[CH2:5][CH2:4]1)C.[CH2:12]([O:14][C:15]([CH:17]1[CH2:22][CH2:21][NH:20][CH2:19][CH2:18]1)=[O:16])[CH3:13].C(#N)C=C, predict the reaction product. The product is: [CH2:12]([O:14][C:15]([CH:17]1[CH2:22][CH2:21][N:20]([CH2:6][CH2:5][C:4]#[N:3])[CH2:19][CH2:18]1)=[O:16])[CH3:13]. (6) Given the reactants [F:1][C:2]([F:7])([F:6])[C:3]([O-:5])=[O:4].[C:8](C1CC(F)(F)CC[NH2+]1)([OH:10])=[O:9].Cl.[CH3:20][C:21]1([CH3:27])[CH2:26][CH2:25][CH2:24][NH:23][CH2:22]1, predict the reaction product. The product is: [F:1][C:2]([F:7])([F:6])[C:3]([O-:5])=[O:4].[C:8]([CH:24]1[CH2:25][CH2:26][C:21]([CH3:27])([CH3:20])[CH2:22][NH2+:23]1)([OH:10])=[O:9]. (7) The product is: [ClH:43].[F:1][C:2]1[CH:19]=[C:18]([F:20])[CH:17]=[C:16]2[C:3]=1[S:4][CH:5]([C:26]1[CH:27]=[CH:28][C:29]([O:32][CH2:33][CH2:34][N:35]3[CH2:36][CH2:37][CH2:38][CH2:39][CH2:40]3)=[CH:30][CH:31]=1)[C:6]1[C:15]2=[CH:14][CH:13]=[C:12]2[C:7]=1[CH:8]=[CH:9][C:10]([OH:21])=[CH:11]2. Given the reactants [F:1][C:2]1[CH:19]=[C:18]([F:20])[CH:17]=[C:16]2[C:3]=1[S:4][CH:5]([C:26]1[CH:31]=[CH:30][C:29]([O:32][CH2:33][CH2:34][N:35]3[CH2:40][CH2:39][CH2:38][CH2:37][CH2:36]3)=[CH:28][CH:27]=1)[C:6]1[C:15]2=[CH:14][CH:13]=[C:12]2[C:7]=1[CH:8]=[CH:9][C:10]([O:21]S(C)(=O)=O)=[CH:11]2.[OH-].[K+].[Cl-:43].[NH4+].Cl.CCOCC, predict the reaction product.